From a dataset of Forward reaction prediction with 1.9M reactions from USPTO patents (1976-2016). Predict the product of the given reaction. (1) Given the reactants [OH-].[Na+].C[O:4][C:5](=[O:40])[CH2:6][C:7]1[CH:12]=[CH:11][C:10]([C:13]2[CH:18]=[CH:17][C:16]([C:19]([CH2:37][CH3:38])([C:22]3[CH:27]=[CH:26][C:25]([C:28]#[C:29][C:30]([CH2:34][CH3:35])([OH:33])[CH2:31][CH3:32])=[C:24]([CH3:36])[CH:23]=3)[CH2:20][CH3:21])=[CH:15][C:14]=2[CH3:39])=[CH:9][CH:8]=1.[Cl-].[NH4+], predict the reaction product. The product is: [CH2:20]([C:19]([C:16]1[CH:17]=[CH:18][C:13]([C:10]2[CH:11]=[CH:12][C:7]([CH2:6][C:5]([OH:40])=[O:4])=[CH:8][CH:9]=2)=[C:14]([CH3:39])[CH:15]=1)([C:22]1[CH:27]=[CH:26][C:25]([C:28]#[C:29][C:30]([CH2:31][CH3:32])([OH:33])[CH2:34][CH3:35])=[C:24]([CH3:36])[CH:23]=1)[CH2:37][CH3:38])[CH3:21]. (2) Given the reactants [OH:1][N:2]=[C:3]([C:5]1[CH:13]=[CH:12][C:11]2[N:10]3[CH2:14][CH2:15][CH:16]([CH2:17][C:18]([O:20]C(C)(C)C)=[O:19])[C:9]3=[CH:8][C:7]=2[CH:6]=1)[NH2:4].[C:25]([C:27]1[CH:28]=[C:29]([CH:33]=[CH:34][C:35]=1[F:36])[C:30](Cl)=O)#[N:26], predict the reaction product. The product is: [C:25]([C:27]1[CH:28]=[C:29]([C:30]2[O:1][N:2]=[C:3]([C:5]3[CH:13]=[CH:12][C:11]4[N:10]5[CH2:14][CH2:15][CH:16]([CH2:17][C:18]([OH:20])=[O:19])[C:9]5=[CH:8][C:7]=4[CH:6]=3)[N:4]=2)[CH:33]=[CH:34][C:35]=1[F:36])#[N:26]. (3) Given the reactants [CH3:1][C:2](C)([O-:4])[CH3:3].[Na+].CC(O)C.F[C:12]1[N:20]=[C:19]2[C:15]([N:16]=[CH:17][N:18]2[CH:21]2[CH2:26][CH2:25][CH2:24][CH2:23][O:22]2)=[C:14]([NH2:27])[N:13]=1, predict the reaction product. The product is: [CH3:1][CH:2]([O:4][C:12]1[N:20]=[C:19]2[C:15]([N:16]=[CH:17][N:18]2[CH:21]2[CH2:26][CH2:25][CH2:24][CH2:23][O:22]2)=[C:14]([NH2:27])[N:13]=1)[CH3:3]. (4) Given the reactants [CH3:1][O:2][C:3]1[CH:4]=[C:5]2[C:10](=[CH:11][C:12]=1[O:13][CH3:14])[C:9]([C:15](=[O:24])[C:16]1[CH:21]=[CH:20][CH:19]=[C:18]([O:22][CH3:23])[CH:17]=1)=[N:8][CH:7]=[C:6]2[C:25](O)=[O:26].C(N(CC)CC)C.C(OC(Cl)=O)C(C)C.C(O)(=O)/C=C/C(O)=O.[NH2:51][CH2:52][CH2:53][C:54]#[N:55].C(=O)(O)[O-].[Na+], predict the reaction product. The product is: [C:52]([CH2:53][CH2:54][NH:55][C:25]([C:6]1[C:5]2[C:10](=[CH:11][C:12]([O:13][CH3:14])=[C:3]([O:2][CH3:1])[CH:4]=2)[C:9]([C:15](=[O:24])[C:16]2[CH:21]=[CH:20][CH:19]=[C:18]([O:22][CH3:23])[CH:17]=2)=[N:8][CH:7]=1)=[O:26])#[N:51]. (5) Given the reactants [F:1][C:2]1[CH:24]=[C:23]([N+:25]([O-:27])=[O:26])[CH:22]=[CH:21][C:3]=1[O:4][C:5]1[CH:10]=[CH:9][N:8]=[C:7]2[CH:11]=[C:12](C3C=CC(O)=CC=3)[S:13][C:6]=12.[OH:28][C:29]1[CH:30]=[C:31](B(O)O)[CH:32]=[CH:33][CH:34]=1, predict the reaction product. The product is: [F:1][C:2]1[CH:24]=[C:23]([N+:25]([O-:27])=[O:26])[CH:22]=[CH:21][C:3]=1[O:4][C:5]1[CH:10]=[CH:9][N:8]=[C:7]2[CH:11]=[C:12]([C:33]3[CH:34]=[C:29]([OH:28])[CH:30]=[CH:31][CH:32]=3)[S:13][C:6]=12. (6) Given the reactants [F:1][C:2]1[CH:3]=[C:4]([CH:32]=[CH:33][CH:34]=1)[CH2:5][O:6][C:7]1[CH:30]=[CH:29][C:10]([NH:11][C:12]2[C:21]3[C:16](=[CH:17][CH:18]=[C:19]([C:22]4[O:26][C:25]([CH:27]=O)=[CH:24][CH:23]=4)[CH:20]=3)[N:15]=[CH:14][N:13]=2)=[CH:9][C:8]=1[Cl:31].C(N(CC)CC)C.Cl.[CH3:43][S:44][CH2:45][CH2:46][NH2:47].ClCCl, predict the reaction product. The product is: [F:1][C:2]1[CH:3]=[C:4]([CH:32]=[CH:33][CH:34]=1)[CH2:5][O:6][C:7]1[CH:30]=[CH:29][C:10]([NH:11][C:12]2[C:21]3[C:16](=[CH:17][CH:18]=[C:19]([C:22]4[O:26][C:25]([CH2:27][NH:47][CH2:46][CH2:45][S:44][CH3:43])=[CH:24][CH:23]=4)[CH:20]=3)[N:15]=[CH:14][N:13]=2)=[CH:9][C:8]=1[Cl:31]. (7) Given the reactants [Cl:1][C:2]1[CH:7]=[C:6](I)[CH:5]=[CH:4][C:3]=1[O:9][C:10]([F:13])([F:12])[F:11].Br[C:15]([F:22])([F:21])[C:16]([O:18][CH2:19][CH3:20])=[O:17].[Cl-].[NH4+], predict the reaction product. The product is: [Cl:1][C:2]1[CH:7]=[C:6]([C:15]([F:22])([F:21])[C:16]([O:18][CH2:19][CH3:20])=[O:17])[CH:5]=[CH:4][C:3]=1[O:9][C:10]([F:13])([F:12])[F:11]. (8) Given the reactants C(O[C:4]([C:6]1[C:11](=[O:12])[N:10]([CH2:13][C:14]2[CH:23]=[CH:22][C:21]3[C:16](=[CH:17][CH:18]=[CH:19][CH:20]=3)[CH:15]=2)[N:9]2[CH:24]=[CH:25][CH:26]=[C:8]2[C:7]=1[OH:27])=[O:5])C.[NH2:28][CH2:29][C:30]([O-:32])=[O:31].[Na+], predict the reaction product. The product is: [OH:27][C:7]1[C:8]2[N:9]([CH:24]=[CH:25][CH:26]=2)[N:10]([CH2:13][C:14]2[CH:23]=[CH:22][C:21]3[C:16](=[CH:17][CH:18]=[CH:19][CH:20]=3)[CH:15]=2)[C:11](=[O:12])[C:6]=1[C:4]([NH:28][CH2:29][C:30]([OH:32])=[O:31])=[O:5]. (9) Given the reactants [NH2:1][C:2]1[CH:10]=[CH:9][C:8]([Cl:11])=[CH:7][C:3]=1[C:4]([OH:6])=[O:5].[C:12](Cl)(=[O:16])[CH:13]([CH3:15])[CH3:14].O, predict the reaction product. The product is: [Cl:11][C:8]1[CH:9]=[CH:10][C:2]([NH:1][C:12](=[O:16])[CH:13]([CH3:15])[CH3:14])=[C:3]([CH:7]=1)[C:4]([OH:6])=[O:5]. (10) The product is: [F:19][C:18]([F:21])([F:20])[O:17][C:13]1[CH:12]=[C:11]([C:8]2[N:6]3[N:7]=[C:2]([O:29][CH:22]4[CH2:23][CH2:24][CH:25]([OH:33])[CH2:26][CH2:27]4)[CH:3]=[CH:4][C:5]3=[N:10][CH:9]=2)[CH:16]=[CH:15][CH:14]=1. Given the reactants Cl[C:2]1[CH:3]=[CH:4][C:5]2[N:6]([C:8]([C:11]3[CH:16]=[CH:15][CH:14]=[C:13]([O:17][C:18]([F:21])([F:20])[F:19])[CH:12]=3)=[CH:9][N:10]=2)[N:7]=1.[C:22]1([OH:29])(O)[CH2:27][CH2:26][CH2:25][CH2:24][CH2:23]1.CC(C)([O-:33])C.[K+].C1C=CC(P(C2C(C3C(P(C4C=CC=CC=4)C4C=CC=CC=4)=CC=C4C=3C=CC=C4)=C3C(C=CC=C3)=CC=2)C2C=CC=CC=2)=CC=1, predict the reaction product.